Dataset: Forward reaction prediction with 1.9M reactions from USPTO patents (1976-2016). Task: Predict the product of the given reaction. (1) The product is: [CH3:17][C:14]1[N:13]=[CH:12][C:11]([C:4]2[CH:3]=[C:2]([O:18][CH2:19][C:20]3[N:25]=[CH:24][C:23]([C:26]#[N:27])=[CH:22][CH:21]=3)[N:7]=[C:6]3[CH2:8][CH2:9][CH2:10][C:5]=23)=[CH:16][N:15]=1. Given the reactants Cl[C:2]1[N:7]=[C:6]2[CH2:8][CH2:9][CH2:10][C:5]2=[C:4]([C:11]2[CH:12]=[N:13][C:14]([CH3:17])=[N:15][CH:16]=2)[CH:3]=1.[OH:18][CH2:19][C:20]1[N:25]=[CH:24][C:23]([C:26]#[N:27])=[CH:22][CH:21]=1.C(=O)([O-])[O-].[Cs+].[Cs+].C(Cl)(Cl)Cl, predict the reaction product. (2) Given the reactants O[CH2:2][C:3]1[CH:19]=[CH:18][C:6]([O:7][C:8]2[CH:15]=[CH:14][CH:13]=[C:10]([C:11]#[N:12])[C:9]=2[C:16]#[N:17])=[CH:5][CH:4]=1.C(N(CC)CC)C.[CH3:27][S:28](Cl)(=[O:30])=[O:29], predict the reaction product. The product is: [CH3:27][S:28]([CH2:2][C:3]1[CH:19]=[CH:18][C:6]([O:7][C:8]2[CH:15]=[CH:14][CH:13]=[C:10]([C:11]#[N:12])[C:9]=2[C:16]#[N:17])=[CH:5][CH:4]=1)(=[O:30])=[O:29].